From a dataset of Forward reaction prediction with 1.9M reactions from USPTO patents (1976-2016). Predict the product of the given reaction. Given the reactants [NH2:1][C:2]1[CH:7]=[CH:6][CH:5]=[C:4]([C:8]([CH:10]2[CH2:15][CH2:14][N:13]([CH3:16])[CH2:12][CH2:11]2)=[O:9])[N:3]=1.[F:17][C:18]([F:30])([F:29])[O:19][C:20]1[CH:28]=[CH:27][CH:26]=[CH:25][C:21]=1[C:22]([Cl:24])=[O:23], predict the reaction product. The product is: [ClH:24].[F:17][C:18]([F:29])([F:30])[O:19][C:20]1[CH:28]=[CH:27][CH:26]=[CH:25][C:21]=1[C:22]([NH:1][C:2]1[CH:7]=[CH:6][CH:5]=[C:4]([C:8]([CH:10]2[CH2:15][CH2:14][N:13]([CH3:16])[CH2:12][CH2:11]2)=[O:9])[N:3]=1)=[O:23].